This data is from Forward reaction prediction with 1.9M reactions from USPTO patents (1976-2016). The task is: Predict the product of the given reaction. (1) Given the reactants C(CCC1C(CCCCCCOC2C=C(C3C=CC(F)=C(F)C=3)C=C(C(=O)N(C)C)C=2)=CC=CC=1OCCCC(O)=O)(O)=O.C([O:47][C:48](=[O:93])[CH2:49][CH2:50][CH2:51][O:52][C:53]1[CH:58]=[CH:57][CH:56]=[C:55]([CH2:59][CH2:60][CH2:61][CH2:62][CH2:63][CH2:64][O:65][C:66]2[CH:71]=[C:70]([C:72]3[CH:76]=[CH:75][S:74][CH:73]=3)[CH:69]=[C:68]([C:77]([N:79]3[CH2:83][CH2:82][C:81]([F:85])([F:84])[CH2:80]3)=[O:78])[CH:67]=2)[C:54]=1[CH2:86][CH2:87][C:88]([O:90]CC)=[O:89])C.[OH-].[Na+], predict the reaction product. The product is: [C:88]([CH2:87][CH2:86][C:54]1[C:55]([CH2:59][CH2:60][CH2:61][CH2:62][CH2:63][CH2:64][O:65][C:66]2[CH:71]=[C:70]([C:72]3[CH:76]=[CH:75][S:74][CH:73]=3)[CH:69]=[C:68]([C:77]([N:79]3[CH2:83][CH2:82][C:81]([F:84])([F:85])[CH2:80]3)=[O:78])[CH:67]=2)=[CH:56][CH:57]=[CH:58][C:53]=1[O:52][CH2:51][CH2:50][CH2:49][C:48]([OH:93])=[O:47])([OH:90])=[O:89]. (2) Given the reactants [C:1]([C:3]1[CH:4]=[C:5]([C:13]2[S:17][C:16]([N:18]3[CH:33]=[C:21]4[CH2:22][N:23](C(OC(C)(C)C)=O)[CH2:24][CH2:25][C:20]4=[N:19]3)=[N:15][N:14]=2)[CH:6]=[CH:7][C:8]=1[O:9][CH:10]([CH3:12])[CH3:11])#[N:2].[F:34][C:35]([F:40])([F:39])[C:36]([OH:38])=[O:37], predict the reaction product. The product is: [F:34][C:35]([F:40])([F:39])[C:36]([OH:38])=[O:37].[CH3:12][CH:10]([O:9][C:8]1[CH:7]=[CH:6][C:5]([C:13]2[S:17][C:16]([N:18]3[CH:33]=[C:21]4[CH2:22][NH:23][CH2:24][CH2:25][C:20]4=[N:19]3)=[N:15][N:14]=2)=[CH:4][C:3]=1[C:1]#[N:2])[CH3:11]. (3) Given the reactants [CH3:1][O:2][C:3]1[CH:26]=[C:25]([O:27][CH3:28])[CH:24]=[CH:23][C:4]=1[CH2:5][N:6]1[S:10](=[O:12])(=[O:11])[N:9]([CH2:13][C:14]2[S:18][C:17]([C:19](O)=[O:20])=[CH:16][CH:15]=2)[CH2:8][C:7]1=[O:22].O=S(Cl)Cl.[CH3:33][NH:34][CH2:35][CH2:36][C:37]1[CH:42]=[CH:41][CH:40]=[CH:39][CH:38]=1.C(N(CC)CC)C, predict the reaction product. The product is: [CH3:33][N:34]([CH2:35][CH2:36][C:37]1[CH:42]=[CH:41][CH:40]=[CH:39][CH:38]=1)[C:19]([C:17]1[S:18][C:14]([CH2:13][N:9]2[CH2:8][C:7](=[O:22])[N:6]([CH2:5][C:4]3[CH:23]=[CH:24][C:25]([O:27][CH3:28])=[CH:26][C:3]=3[O:2][CH3:1])[S:10]2(=[O:12])=[O:11])=[CH:15][CH:16]=1)=[O:20]. (4) Given the reactants [H][H].[CH3:3][N:4]1[CH:11]([CH3:12])[CH2:10][CH2:9][C@H:5]1[C:6]([OH:8])=[O:7].[CH3:13]C1(C)N[C@H](C(O)=O)CC1.S(Cl)(Cl)=O.CN1CCOCC1.C(OC(OC(OC(C)(C)C)=O)=O)(C)(C)C, predict the reaction product. The product is: [CH3:3][N:4]1[CH:11]([CH3:12])[CH2:10][CH2:9][C@H:5]1[C:6]([O:8][CH3:13])=[O:7]. (5) Given the reactants S(Cl)([Cl:3])=O.O.[CH3:6][O:7][C:8]1[CH:9]=[C:10]2[C:15](=[CH:16][C:17]=1[O:18][CH3:19])[CH:14]([CH2:20][C:21]([OH:23])=[O:22])[NH:13][CH2:12][CH2:11]2.[CH3:24]O, predict the reaction product. The product is: [ClH:3].[CH3:6][O:7][C:8]1[CH:9]=[C:10]2[C:15](=[CH:16][C:17]=1[O:18][CH3:19])[CH:14]([CH2:20][C:21]([O:23][CH3:24])=[O:22])[NH:13][CH2:12][CH2:11]2.